From a dataset of Forward reaction prediction with 1.9M reactions from USPTO patents (1976-2016). Predict the product of the given reaction. (1) Given the reactants Br[C:2]1(Br)[C:11]2[C:6](=[CH:7][CH:8]=[CH:9][CH:10]=2)[C:5](=[O:12])[N:4]([CH2:13][CH2:14][O:15][CH3:16])[NH:3]1.[C:18]([N:22]1[C:26]([NH2:27])=[CH:25][C:24]([CH3:28])=[N:23]1)([CH3:21])([CH3:20])[CH3:19].C([O-])([O-])=O.[Cs+].[Cs+].C1(P(C2C=CC=CC=2)C2C3OC4C(=CC=CC=4P(C4C=CC=CC=4)C4C=CC=CC=4)C(C)(C)C=3C=CC=2)C=CC=CC=1, predict the reaction product. The product is: [C:18]([N:22]1[C:26]([NH:27][C:2]2[C:11]3[C:6](=[CH:7][CH:8]=[CH:9][CH:10]=3)[C:5](=[O:12])[N:4]([CH2:13][CH2:14][O:15][CH3:16])[N:3]=2)=[CH:25][C:24]([CH3:28])=[N:23]1)([CH3:21])([CH3:20])[CH3:19]. (2) The product is: [CH:1]1([C@@H:7]([NH:9][CH2:11][C:12]([CH3:14])([CH3:13])[OH:10])[CH3:8])[CH2:6][CH2:5][CH2:4][CH2:3][CH2:2]1. Given the reactants [CH:1]1([C@@H:7]([NH2:9])[CH3:8])[CH2:6][CH2:5][CH2:4][CH2:3][CH2:2]1.[O:10]1[C:12]([CH3:14])([CH3:13])[CH2:11]1, predict the reaction product. (3) Given the reactants [C:1]([C:5]1[CH:9]=[C:8]([NH2:10])[N:7]([C:11]2[C:16]([CH3:17])=[CH:15][CH:14]=[CH:13][C:12]=2[O:18][CH3:19])[N:6]=1)([CH3:4])([CH3:3])[CH3:2].[Br:20]Br, predict the reaction product. The product is: [Br:20][C:9]1[C:5]([C:1]([CH3:4])([CH3:2])[CH3:3])=[N:6][N:7]([C:11]2[C:16]([CH3:17])=[CH:15][CH:14]=[CH:13][C:12]=2[O:18][CH3:19])[C:8]=1[NH2:10]. (4) Given the reactants [N:1]1[CH:6]=[CH:5][CH:4]=[C:3]([CH:7]2[CH2:11][CH2:10][N:9]([C:12]([N:14]3[C:23]4[C:18](=[CH:19][CH:20]=[CH:21][CH:22]=4)[N:17](C(OC(C)(C)C)=O)[CH2:16][CH2:15]3)=[O:13])[CH2:8]2)[CH:2]=1.Cl, predict the reaction product. The product is: [N:1]1[CH:6]=[CH:5][CH:4]=[C:3]([CH:7]2[CH2:11][CH2:10][N:9]([C:12]([N:14]3[C:23]4[C:18](=[CH:19][CH:20]=[CH:21][CH:22]=4)[NH:17][CH2:16][CH2:15]3)=[O:13])[CH2:8]2)[CH:2]=1. (5) Given the reactants [C:1]([CH:5]1[CH2:11][CH2:10][CH:9]2[CH:7]([CH:8]2[C:12]([O:14]CC)=[O:13])[CH2:6]1)([CH3:4])([CH3:3])[CH3:2].C[C@@]12[C@@H](C(OCC)=O)C1C[C@@H]1[C@@H](C1(C)C)C2, predict the reaction product. The product is: [C:1]([CH:5]1[CH2:11][CH2:10][CH:9]2[CH:7]([CH:8]2[C:12]([OH:14])=[O:13])[CH2:6]1)([CH3:4])([CH3:2])[CH3:3]. (6) Given the reactants [CH2:1]([C:5]1[NH:6][C:7](=[O:20])[C:8]2[NH:13][N:12]=[C:11]([C:14]#[C:15][CH2:16][CH2:17][CH2:18]Cl)[C:9]=2[N:10]=1)[CH2:2][CH2:3][CH3:4].[NH:21]1[CH2:26][CH2:25][CH2:24][CH2:23][CH2:22]1.C(N(CC)CC)C.[H][H], predict the reaction product. The product is: [CH2:1]([C:5]1[NH:6][C:7](=[O:20])[C:8]2[NH:13][N:12]=[C:11]([CH2:14][CH2:15][CH2:16][CH2:17][CH2:18][N:21]3[CH2:26][CH2:25][CH2:24][CH2:23][CH2:22]3)[C:9]=2[N:10]=1)[CH2:2][CH2:3][CH3:4]. (7) Given the reactants [Br:1][C:2]1[CH:7]=[CH:6][C:5]([OH:8])=[C:4]([Cl:9])[CH:3]=1.[N+:10]([O-])([OH:12])=[O:11].S(=O)(=O)(O)O.N([O-])=O.[Na+], predict the reaction product. The product is: [Br:1][C:2]1[CH:7]=[C:6]([N+:10]([O-:12])=[O:11])[C:5]([OH:8])=[C:4]([Cl:9])[CH:3]=1.